Dataset: Reaction yield outcomes from USPTO patents with 853,638 reactions. Task: Predict the reaction yield, written as a fraction of the theoretical maximum amount of product (1.0 means a 100% yield; for example, 0.34 means a 34% yield). The reactants are [CH:1]1[C:10]2[C:5](=[C:6]([CH2:11][C:12]([O:14]CC)=O)[CH:7]=[CH:8][CH:9]=2)[CH:4]=[CH:3][N:2]=1.C[Al](C)C.[F:21][C:22]([F:32])([F:31])[C:23]1[CH:30]=[CH:29][C:26]([CH2:27][NH2:28])=[CH:25][CH:24]=1.Cl.[NH4+].[OH-]. The catalyst is ClCCl.O. The product is [CH:1]1[C:10]2[C:5](=[C:6]([CH2:11][C:12]([NH:28][CH2:27][C:26]3[CH:25]=[CH:24][C:23]([C:22]([F:21])([F:31])[F:32])=[CH:30][CH:29]=3)=[O:14])[CH:7]=[CH:8][CH:9]=2)[CH:4]=[CH:3][N:2]=1. The yield is 0.370.